Dataset: Catalyst prediction with 721,799 reactions and 888 catalyst types from USPTO. Task: Predict which catalyst facilitates the given reaction. (1) The catalyst class is: 21. Reactant: [Cl:1][C:2]1[CH:11]=[CH:10][C:5]([C:6]([O:8][CH3:9])=[O:7])=[C:4]([OH:12])[CH:3]=1.Br[CH2:14][C:15]([O:17][CH2:18][CH3:19])=[O:16].C(=O)([O-])[O-].[K+].[K+]. Product: [Cl:1][C:2]1[CH:11]=[CH:10][C:5]([C:6]([O:8][CH3:9])=[O:7])=[C:4]([O:12][CH2:14][C:15]([O:17][CH2:18][CH3:19])=[O:16])[CH:3]=1. (2) Reactant: [Li]CCCC.Br[C:7]1[CH:16]=[CH:15][CH:14]=[C:13]2[C:8]=1[CH:9]=[CH:10][N:11]=[CH:12]2.C([O:20][B:21](OC(C)C)[O:22]C(C)C)(C)C. Product: [B:21]([OH:22])([OH:20])[C:7]1[CH:16]=[CH:15][CH:14]=[C:13]2[C:8]=1[CH:9]=[CH:10][N:11]=[CH:12]2. The catalyst class is: 1. (3) The catalyst class is: 8. Product: [C:10]([C:11]1[CH:16]=[CH:15][CH:14]=[C:13]([O:17][C:18]([F:19])([F:20])[F:21])[CH:12]=1)#[CH:9]. Reactant: C(=O)([O-])[O-].[K+].[K+].C[Si](C)(C)[C:9]#[C:10][C:11]1[CH:16]=[CH:15][CH:14]=[C:13]([O:17][C:18]([F:21])([F:20])[F:19])[CH:12]=1.Cl. (4) Reactant: [OH:1][CH2:2][CH:3]1[CH2:7][N:6]([C@H:8]([C:10]2[CH:15]=[CH:14][CH:13]=[CH:12][CH:11]=2)[CH3:9])[C:5](=[O:16])[CH2:4]1.C(N(CC)CC)C.[CH3:24][S:25](Cl)(=[O:27])=[O:26]. Product: [O:16]=[C:5]1[N:6]([C@H:8]([C:10]2[CH:15]=[CH:14][CH:13]=[CH:12][CH:11]=2)[CH3:9])[CH2:7][CH:3]([CH2:2][O:1][S:25]([CH3:24])(=[O:27])=[O:26])[CH2:4]1. The catalyst class is: 4. (5) Reactant: [C:1]([C:5]1[CH:17]=[CH:16][C:15]2[C:14]3[C:9](=[CH:10][C:11]([C:18]([CH3:21])([CH3:20])[CH3:19])=[CH:12][CH:13]=3)[N:8]([C:22]3[CH:27]=[C:26]([C:28]([CH3:35])([CH2:30][C:31]([CH3:34])([CH3:33])[CH3:32])[CH3:29])[CH:25]=[CH:24][C:23]=3[O:36][CH:37]3[CH2:42][CH2:41][CH2:40][CH2:39][O:38]3)[C:7]=2[CH:6]=1)([CH3:4])([CH3:3])[CH3:2].C([Li])CCC.C(O[B:52]1[O:56][C:55]([CH3:58])([CH3:57])[C:54]([CH3:60])([CH3:59])[O:53]1)(C)C.C(=O)(O)[O-].[Na+]. Product: [C:1]([C:5]1[CH:17]=[CH:16][C:15]2[C:14]3[C:9](=[CH:10][C:11]([C:18]([CH3:21])([CH3:19])[CH3:20])=[CH:12][CH:13]=3)[N:8]([C:22]3[CH:27]=[C:26]([C:28]([CH3:29])([CH2:30][C:31]([CH3:34])([CH3:33])[CH3:32])[CH3:35])[CH:25]=[C:24]([B:52]4[O:56][C:55]([CH3:58])([CH3:57])[C:54]([CH3:60])([CH3:59])[O:53]4)[C:23]=3[O:36][CH:37]3[CH2:42][CH2:41][CH2:40][CH2:39][O:38]3)[C:7]=2[CH:6]=1)([CH3:2])([CH3:3])[CH3:4]. The catalyst class is: 783. (6) Reactant: Br[C:2]1[CH:3]=[C:4]2[C:10]([C:11]3[CH:16]=[CH:15][CH:14]=[CH:13][C:12]=3[O:17][CH3:18])=[CH:9][N:8]([S:19]([C:22]3[CH:27]=[CH:26][C:25]([CH3:28])=[CH:24][CH:23]=3)(=[O:21])=[O:20])[C:5]2=[N:6][CH:7]=1.[NH:29]1[CH:33]=[CH:32][C:31](B(O)O)=[N:30]1.C(=O)([O-])[O-].[Na+].[Na+]. Product: [CH3:18][O:17][C:12]1[CH:13]=[CH:14][CH:15]=[CH:16][C:11]=1[C:10]1[C:4]2[C:5](=[N:6][CH:7]=[C:2]([C:33]3[CH:32]=[CH:31][NH:30][N:29]=3)[CH:3]=2)[N:8]([S:19]([C:22]2[CH:23]=[CH:24][C:25]([CH3:28])=[CH:26][CH:27]=2)(=[O:21])=[O:20])[CH:9]=1. The catalyst class is: 42. (7) Reactant: Cl[C:2]1[NH:6][C:5]2[CH:7]=[CH:8][C:9]([C:11]([F:14])([F:13])[F:12])=[CH:10][C:4]=2[N:3]=1.[C:15]1([OH:26])[C:24]2[CH2:23][CH:22]([OH:25])[CH2:21][CH2:20][C:19]=2[CH:18]=[CH:17][CH:16]=1. Product: [F:12][C:11]([F:14])([F:13])[C:9]1[CH:8]=[CH:7][C:5]2[NH:6][C:2]([O:26][C:15]3[CH:16]=[CH:17][CH:18]=[C:19]4[C:24]=3[CH2:23][CH:22]([OH:25])[CH2:21][CH2:20]4)=[N:3][C:4]=2[CH:10]=1. The catalyst class is: 141. (8) The catalyst class is: 464. Reactant: [NH2:1][CH2:2][C@H:3]1[CH2:8][CH2:7][C@H:6]([C:9]([OH:11])=[O:10])[CH2:5][CH2:4]1.[F:12][C:13]([F:33])([F:32])[CH2:14][O:15][C:16]1[CH:21]=[CH:20][C:19]([O:22][CH2:23][C:24]([F:27])([F:26])[F:25])=[CH:18][C:17]=1[S:28](Cl)(=[O:30])=[O:29]. Product: [F:33][C:13]([F:12])([F:32])[CH2:14][O:15][C:16]1[CH:21]=[CH:20][C:19]([O:22][CH2:23][C:24]([F:25])([F:26])[F:27])=[CH:18][C:17]=1[S:28]([NH:1][CH2:2][C@H:3]1[CH2:4][CH2:5][C@H:6]([C:9]([OH:11])=[O:10])[CH2:7][CH2:8]1)(=[O:30])=[O:29]. (9) The catalyst class is: 3. Reactant: Cl[C:2]1[N:7]([CH2:8][CH3:9])[C:6](=[O:10])[CH:5]=[C:4]([Cl:11])[N:3]=1.CCN(C(C)C)C(C)C.[C:21]([O:25][C:26]([NH:28][CH:29]1[CH2:34][CH2:33][NH:32][CH2:31][CH2:30]1)=[O:27])([CH3:24])([CH3:23])[CH3:22]. Product: [C:21]([O:25][C:26](=[O:27])[NH:28][CH:29]1[CH2:34][CH2:33][N:32]([C:2]2[N:7]([CH2:8][CH3:9])[C:6](=[O:10])[CH:5]=[C:4]([Cl:11])[N:3]=2)[CH2:31][CH2:30]1)([CH3:24])([CH3:22])[CH3:23]. (10) Reactant: O[C:2]1[CH:9]=[CH:8][C:5]([CH:6]=[O:7])=[CH:4][C:3]=1[O:10][CH2:11][CH3:12].N1C=CC=CC=1.[S:19](O[S:19]([C:22]([F:25])([F:24])[F:23])(=[O:21])=[O:20])([C:22]([F:25])([F:24])[F:23])(=[O:21])=[O:20]. Product: [CH2:11]([O:10][C:3]1[CH:4]=[C:5]([CH:8]=[CH:9][C:2]=1[S:19]([C:22]([F:25])([F:24])[F:23])(=[O:21])=[O:20])[CH:6]=[O:7])[CH3:12]. The catalyst class is: 4.